From a dataset of TCR-epitope binding with 47,182 pairs between 192 epitopes and 23,139 TCRs. Binary Classification. Given a T-cell receptor sequence (or CDR3 region) and an epitope sequence, predict whether binding occurs between them. (1) The TCR CDR3 sequence is CASSFTSGTTDTQYF. The epitope is KLPDDFTGCV. Result: 0 (the TCR does not bind to the epitope). (2) The epitope is SSNVANYQK. The TCR CDR3 sequence is CSVDGFRGYTF. Result: 1 (the TCR binds to the epitope). (3) The epitope is YLQPRTFLL. The TCR CDR3 sequence is CASSPGGIYNGWYEQYF. Result: 0 (the TCR does not bind to the epitope). (4) The epitope is TLIGDCATV. The TCR CDR3 sequence is CASSLGWGLGETQYF. Result: 0 (the TCR does not bind to the epitope). (5) The epitope is KLGGALQAK. The TCR CDR3 sequence is CASSPTQGGTKEKLFF. Result: 1 (the TCR binds to the epitope). (6) The epitope is GPGHKARVL. The TCR CDR3 sequence is CASSETGARNQPQHF. Result: 0 (the TCR does not bind to the epitope). (7) The epitope is KLWAQCVQL. The TCR CDR3 sequence is RASSSPSDTVNLNTEAFF. Result: 1 (the TCR binds to the epitope). (8) The epitope is MLNIPSINV. The TCR CDR3 sequence is CASSLGDEQFF. Result: 0 (the TCR does not bind to the epitope).